This data is from Catalyst prediction with 721,799 reactions and 888 catalyst types from USPTO. The task is: Predict which catalyst facilitates the given reaction. Reactant: [CH3:1][C:2]([CH3:18])([CH3:17])[C@@H:3]([NH:5][CH2:6][CH2:7][C:8]([C:10]1[CH:15]=[CH:14][C:13]([F:16])=[CH:12][CH:11]=1)=[O:9])[CH3:4].C(N(CC)CC)C.[C:26](O[C:26]([O:28][C:29]([CH3:32])([CH3:31])[CH3:30])=[O:27])([O:28][C:29]([CH3:32])([CH3:31])[CH3:30])=[O:27]. Product: [CH3:18][C:2]([CH3:17])([CH3:1])[C@@H:3]([N:5]([CH2:6][CH2:7][C:8]([C:10]1[CH:15]=[CH:14][C:13]([F:16])=[CH:12][CH:11]=1)=[O:9])[C:26](=[O:27])[O:28][C:29]([CH3:32])([CH3:31])[CH3:30])[CH3:4]. The catalyst class is: 2.